Predict the product of the given reaction. From a dataset of Forward reaction prediction with 1.9M reactions from USPTO patents (1976-2016). The product is: [ClH:2].[Cl:27][C:25]1[CH:24]=[CH:23][C:22]([C:28](=[C:14]2[CH2:19][CH2:18][NH:17][CH2:16][CH2:15]2)[C:29]#[N:30])=[C:21]([F:20])[CH:26]=1. Given the reactants Cl.[Cl:2]C1C=CC(C(=[C:14]2[CH2:19][CH2:18][NH:17][CH2:16][CH2:15]2)C(OC)=O)=CC=1.[F:20][C:21]1[CH:26]=[C:25]([Cl:27])[CH:24]=[CH:23][C:22]=1[CH2:28][C:29]#[N:30], predict the reaction product.